From a dataset of Forward reaction prediction with 1.9M reactions from USPTO patents (1976-2016). Predict the product of the given reaction. Given the reactants C([NH:8][C@@H:9]([C@@H:13]([O:15][CH3:16])[CH3:14])[C:10](O)=O)(OC(C)(C)C)=O.[C:17]([C:21]1[CH:26]=[CH:25][C:24]([NH2:27])=[C:23]([NH2:28])[CH:22]=1)([CH3:20])([CH3:19])[CH3:18], predict the reaction product. The product is: [C:17]([C:21]1[CH:26]=[CH:25][C:24]2[NH:27][C:10]([C@@H:9]([NH2:8])[C@@H:13]([O:15][CH3:16])[CH3:14])=[N:28][C:23]=2[CH:22]=1)([CH3:20])([CH3:18])[CH3:19].